Dataset: Full USPTO retrosynthesis dataset with 1.9M reactions from patents (1976-2016). Task: Predict the reactants needed to synthesize the given product. (1) Given the product [CH3:9][C:6]1[C:7](=[C:13]([CH3:15])[CH3:12])[CH:8]=[C:4]([CH:1]([CH3:3])[CH3:2])[CH:5]=1, predict the reactants needed to synthesize it. The reactants are: [CH:1]([C:4]1[CH:5]=[C:6]([CH3:9])[CH2:7][CH:8]=1)([CH3:3])[CH3:2].[OH-].[Na+].[CH3:12][C:13]([CH3:15])=O.OP(O)(O)=O. (2) Given the product [F:19][C:18]([F:20])([F:21])[C:15]1[CH:16]=[CH:17][C:12]([C:9]2[CH:10]=[CH:11][C:6]3[N:7]([C:3]([C:1]#[C:2][C:26]4[CH:27]=[CH:28][C:23]([NH2:22])=[N:24][CH:25]=4)=[CH:4][N:5]=3)[CH:8]=2)=[CH:13][CH:14]=1, predict the reactants needed to synthesize it. The reactants are: [C:1]([C:3]1[N:7]2[CH:8]=[C:9]([C:12]3[CH:17]=[CH:16][C:15]([C:18]([F:21])([F:20])[F:19])=[CH:14][CH:13]=3)[CH:10]=[CH:11][C:6]2=[N:5][CH:4]=1)#[CH:2].[NH2:22][C:23]1[CH:28]=[CH:27][C:26](I)=[CH:25][N:24]=1. (3) Given the product [C:1]([O:5][C:6](=[O:14])[NH:7][CH:8]1[CH2:13][CH2:12][N:11]([CH2:15][CH3:16])[CH2:10][CH2:9]1)([CH3:4])([CH3:2])[CH3:3], predict the reactants needed to synthesize it. The reactants are: [C:1]([O:5][C:6](=[O:14])[NH:7][CH:8]1[CH2:13][CH2:12][NH:11][CH2:10][CH2:9]1)([CH3:4])([CH3:3])[CH3:2].[C:15](O)(=O)[CH3:16]. (4) Given the product [C:10]([O:14][C:15](=[O:23])[NH:16][CH:17]1[CH2:22][CH2:21][N:20]([S:32]([C:29]2[CH:28]=[CH:27][C:26]([CH2:25][Br:24])=[CH:31][CH:30]=2)(=[O:33])=[O:34])[CH2:19][CH2:18]1)([CH3:13])([CH3:11])[CH3:12], predict the reactants needed to synthesize it. The reactants are: C(N(C(C)C)CC)(C)C.[C:10]([O:14][C:15](=[O:23])[NH:16][CH:17]1[CH2:22][CH2:21][NH:20][CH2:19][CH2:18]1)([CH3:13])([CH3:12])[CH3:11].[Br:24][CH2:25][C:26]1[CH:31]=[CH:30][C:29]([S:32](Cl)(=[O:34])=[O:33])=[CH:28][CH:27]=1. (5) Given the product [OH:9][C:10]1[C:15]([C:16](=[O:18])[CH2:17][C:31]([CH:28]2[CH2:29][CH2:30][O:25][CH2:26][CH2:27]2)=[O:32])=[CH:14][CH:13]=[CH:12][C:11]=1[C:19]1[CH:20]=[CH:21][CH:22]=[CH:23][CH:24]=1, predict the reactants needed to synthesize it. The reactants are: C([N-]C(C)C)(C)C.[Li+].[OH:9][C:10]1[C:15]([C:16](=[O:18])[CH3:17])=[CH:14][CH:13]=[CH:12][C:11]=1[C:19]1[CH:24]=[CH:23][CH:22]=[CH:21][CH:20]=1.[O:25]1[CH2:30][CH2:29][CH:28]([C:31](OC)=[O:32])[CH2:27][CH2:26]1.